Dataset: Forward reaction prediction with 1.9M reactions from USPTO patents (1976-2016). Task: Predict the product of the given reaction. (1) Given the reactants C(Cl)(=O)C(Cl)=O.[CH3:7][N:8]([CH3:22])[C:9]1[C:18]2[C:13](=[CH:14][CH:15]=[CH:16][CH:17]=2)[C:12]([C:19]([OH:21])=O)=[CH:11][CH:10]=1.[NH2:23][C:24]1[C:25]([C:30]([O:32][CH3:33])=[O:31])=[N:26][CH:27]=[CH:28][N:29]=1.N1C=CC=CC=1, predict the reaction product. The product is: [CH3:22][N:8]([CH3:7])[C:9]1[C:18]2[C:13](=[CH:14][CH:15]=[CH:16][CH:17]=2)[C:12]([C:19]([NH:23][C:24]2[C:25]([C:30]([O:32][CH3:33])=[O:31])=[N:26][CH:27]=[CH:28][N:29]=2)=[O:21])=[CH:11][CH:10]=1. (2) Given the reactants [N:1]([CH2:4][C:5]1[CH:15]=[CH:14][C:8]([C:9]([NH:11][O:12][CH3:13])=[NH:10])=[CH:7][CH:6]=1)=[N+]=[N-], predict the reaction product. The product is: [NH2:1][CH2:4][C:5]1[CH:15]=[CH:14][C:8]([C:9]([NH:11][O:12][CH3:13])=[NH:10])=[CH:7][CH:6]=1. (3) Given the reactants [CH3:1][C:2]1([CH3:24])[N:6]([C:7]([O:9][C:10]([CH3:13])([CH3:12])[CH3:11])=[O:8])[C@H:5]([CH2:14]OS(C)(=O)=O)[C@@H:4]([C:20]([O:22][CH3:23])=[O:21])[O:3]1.[N-:25]=[N+:26]=[N-:27].[Na+].O, predict the reaction product. The product is: [N:25]([CH2:14][C@@H:5]1[C@@H:4]([C:20]([O:22][CH3:23])=[O:21])[O:3][C:2]([CH3:24])([CH3:1])[N:6]1[C:7]([O:9][C:10]([CH3:13])([CH3:12])[CH3:11])=[O:8])=[N+:26]=[N-:27]. (4) Given the reactants [C:1](Cl)(=[O:11])[C:2]1[C:3](=[CH:7][CH:8]=[CH:9][CH:10]=1)[C:4](Cl)=[O:5].[F:13][C:14]1[CH:21]=[CH:20][C:17]([CH2:18][NH2:19])=[CH:16][CH:15]=1, predict the reaction product. The product is: [F:13][C:14]1[CH:21]=[CH:20][C:17]([CH2:18][NH:19][C:1](=[O:11])[C:2]2[C:3](=[CH:7][CH:8]=[CH:9][CH:10]=2)[C:4]([NH:19][CH2:18][C:17]2[CH:20]=[CH:21][C:14]([F:13])=[CH:15][CH:16]=2)=[O:5])=[CH:16][CH:15]=1. (5) The product is: [Cl:1][C:2]1[N:11]=[C:10]([N:12]2[CH2:22][CH2:26][O:25][CH2:24][CH2:23]2)[C:9]2[C:4](=[CH:5][C:6]([C:34]([OH:33])([CH3:35])[CH3:27])=[CH:7][CH:8]=2)[N:3]=1. Given the reactants [Cl:1][C:2]1[N:11]=[C:10]([N:12]2CCOCC2)[C:9]2[C:4](=[CH:5][C:6](C(OC)=O)=[CH:7][CH:8]=2)[N:3]=1.[CH2:22]1[CH2:26][O:25][CH2:24][CH2:23]1.[CH3:27][Mg]Br.C([O:33][CH2:34][CH3:35])(=O)C, predict the reaction product. (6) Given the reactants [O:1]=[S:2]1(=[O:16])[CH2:10][CH2:9][C:8]2[C:7]([C:11]([O:13][CH2:14][CH3:15])=[O:12])=[N:6][NH:5][C:4]=2[CH2:3]1.[Br:17][C:18]1[CH:19]=[C:20](B(O)O)[CH:21]=[CH:22][CH:23]=1, predict the reaction product. The product is: [Br:17][C:18]1[CH:23]=[C:22]([N:6]2[C:7]([C:11]([O:13][CH2:14][CH3:15])=[O:12])=[C:8]3[CH2:9][CH2:10][S:2](=[O:1])(=[O:16])[CH2:3][C:4]3=[N:5]2)[CH:21]=[CH:20][CH:19]=1. (7) The product is: [NH2:1][C:2]1[N:3]=[C:4]([N:14]2[CH2:15][CH2:16][N:17]([C:20](=[O:30])[CH2:21][O:22][C:23]3[CH:28]=[CH:27][C:26]([Cl:29])=[CH:25][CH:24]=3)[CH2:18][CH2:19]2)[C:5]2[N:10]=[C:9]([NH:36][C:35]3[CH:37]=[CH:38][C:32]([F:31])=[CH:33][CH:34]=3)[S:8][C:6]=2[N:7]=1. Given the reactants [NH2:1][C:2]1[N:3]=[C:4]([N:14]2[CH2:19][CH2:18][N:17]([C:20](=[O:30])[CH2:21][O:22][C:23]3[CH:28]=[CH:27][C:26]([Cl:29])=[CH:25][CH:24]=3)[CH2:16][CH2:15]2)[C:5]2[N:10]=[C:9](S(C)=O)[S:8][C:6]=2[N:7]=1.[F:31][C:32]1[CH:38]=[CH:37][C:35]([NH2:36])=[CH:34][CH:33]=1, predict the reaction product.